Task: Predict the product of the given reaction.. Dataset: Forward reaction prediction with 1.9M reactions from USPTO patents (1976-2016) The product is: [C:1]([C:5]1[N:9]([CH3:10])[N:8]([CH2:11][C@H:12]2[CH2:16][CH2:15][CH2:14][O:13]2)/[C:7](=[N:17]/[C:18](=[O:35])[C:19]2[CH:24]=[C:23]([C:25]([F:28])([F:27])[F:26])[CH:22]=[CH:21][C:20]=2[O:29][CH2:30][C@@H:31]([OH:34])[CH2:32][CH3:33])/[CH:6]=1)([CH3:3])([CH3:2])[CH3:4]. Given the reactants [C:1]([C:5]1[N:9]([CH3:10])[N:8]([CH2:11][C@H:12]2[CH2:16][CH2:15][CH2:14][O:13]2)/[C:7](=[N:17]/[C:18](=[O:35])[C:19]2[CH:24]=[C:23]([C:25]([F:28])([F:27])[F:26])[CH:22]=[CH:21][C:20]=2[O:29][CH2:30][C@@H:31]([OH:34])[CH:32]=[CH2:33])/[CH:6]=1)([CH3:4])([CH3:3])[CH3:2], predict the reaction product.